Dataset: Reaction yield outcomes from USPTO patents with 853,638 reactions. Task: Predict the reaction yield, written as a fraction of the theoretical maximum amount of product (1.0 means a 100% yield; for example, 0.34 means a 34% yield). (1) The yield is 0.320. The reactants are [N:1]1([C:6]2[CH:11]=[CH:10][C:9]([C:12](=[O:27])[CH2:13][CH:14]([C:19]3[CH:24]=[C:23]([Cl:25])[CH:22]=[C:21]([Cl:26])[CH:20]=3)[C:15]([F:18])([F:17])[F:16])=[CH:8][CH:7]=2)[CH:5]=[N:4][CH:3]=[N:2]1.[CH3:28][Mg]Br. The product is [N:1]1([C:6]2[CH:7]=[CH:8][C:9]([C:12]([OH:27])([CH2:13][CH:14]([C:19]3[CH:24]=[C:23]([Cl:25])[CH:22]=[C:21]([Cl:26])[CH:20]=3)[C:15]([F:18])([F:16])[F:17])[CH3:28])=[CH:10][CH:11]=2)[CH:5]=[N:4][CH:3]=[N:2]1. The catalyst is C1COCC1. (2) The reactants are [CH2:1]([S:9][CH2:10][CH2:11][CH2:12][C:13]([OH:15])=O)[CH2:2][C:3]1[CH:8]=[CH:7][CH:6]=[CH:5][CH:4]=1.C([O-])([O-])=O.[K+].[K+].[NH2:22][C:23]1[CH:28]=[CH:27][CH:26]=[CH:25][C:24]=1[NH:29]C(=O)OC(C)(C)C.CCN=C=NCCCN(C)C. The catalyst is C(Cl)Cl.O.CO. The product is [NH2:22][C:23]1[CH:28]=[CH:27][CH:26]=[CH:25][C:24]=1[NH:29][C:13](=[O:15])[CH2:12][CH2:11][CH2:10][S:9][CH2:1][CH2:2][C:3]1[CH:4]=[CH:5][CH:6]=[CH:7][CH:8]=1. The yield is 0.520.